This data is from Forward reaction prediction with 1.9M reactions from USPTO patents (1976-2016). The task is: Predict the product of the given reaction. (1) Given the reactants [OH-].[Li+].[NH2:3][C:4]1[N:5]([C:18]2[C:27]3[C:22](=[CH:23][CH:24]=[CH:25][CH:26]=3)[C:21]([CH:28]3[CH2:30][CH2:29]3)=[CH:20][CH:19]=2)[C:6]([S:9][C:10]([CH3:17])([CH3:16])[C:11]([O:13]CC)=[O:12])=[N:7][N:8]=1.Cl, predict the reaction product. The product is: [NH2:3][C:4]1[N:5]([C:18]2[C:27]3[C:22](=[CH:23][CH:24]=[CH:25][CH:26]=3)[C:21]([CH:28]3[CH2:30][CH2:29]3)=[CH:20][CH:19]=2)[C:6]([S:9][C:10]([CH3:17])([CH3:16])[C:11]([OH:13])=[O:12])=[N:7][N:8]=1. (2) Given the reactants [CH2:1]([O:3][C:4](=[O:25])[C:5]1[CH:10]=[CH:9][CH:8]=[C:7]([S:11][C:12]2[C:20]3[C:15](=[CH:16][C:17]([Cl:21])=[CH:18][CH:19]=3)[NH:14][C:13]=2[CH3:22])[C:6]=1[O:23][CH3:24])[CH3:2].Br[C:27]1[CH:28]=[N:29][N:30]([CH2:32][CH3:33])[CH:31]=1, predict the reaction product. The product is: [CH2:1]([O:3][C:4](=[O:25])[C:5]1[CH:10]=[CH:9][CH:8]=[C:7]([S:11][C:12]2[C:20]3[C:15](=[CH:16][C:17]([Cl:21])=[CH:18][CH:19]=3)[N:14]([C:27]3[CH:28]=[N:29][N:30]([CH2:32][CH3:33])[CH:31]=3)[C:13]=2[CH3:22])[C:6]=1[O:23][CH3:24])[CH3:2]. (3) Given the reactants [F:1][C:2]([F:21])([F:20])[C:3]1[CH:4]=[C:5]([CH:9]([CH:11]([C:16](OC)=O)[C:12](OC)=O)[CH3:10])[CH:6]=[CH:7][CH:8]=1.[H-].C([Al+]CC(C)C)C(C)C.[NH2:32][C:33]1[C:37]([C:38]([O:40][CH2:41][CH3:42])=[O:39])=[CH:36][NH:35][N:34]=1.Cl, predict the reaction product. The product is: [F:21][C:2]([F:1])([F:20])[C:3]1[CH:4]=[C:5]([CH:9]([C:11]2[CH:12]=[N:32][C:33]3[N:34]([N:35]=[CH:36][C:37]=3[C:38]([O:40][CH2:41][CH3:42])=[O:39])[CH:16]=2)[CH3:10])[CH:6]=[CH:7][CH:8]=1. (4) Given the reactants COC1C=C(C=CC=1)CN(CC1C=CC(C(OC)=O)=CC=1)S(C1C=CC(Cl)=CC=1)(=O)=O.[Cl:32][C:33]1[CH:38]=[CH:37][C:36]([S:39]([NH:42][CH2:43][C:44]2[CH:49]=[CH:48][C:47]([C:50]#[N:51])=[CH:46][CH:45]=2)(=[O:41])=[O:40])=[CH:35][CH:34]=1.Cl[CH2:53][C:54]1[N:58]=[C:57]([CH3:59])[O:56][N:55]=1, predict the reaction product. The product is: [Cl:32][C:33]1[CH:38]=[CH:37][C:36]([S:39]([N:42]([CH2:43][C:44]2[CH:49]=[CH:48][C:47]([C:50]#[N:51])=[CH:46][CH:45]=2)[CH2:53][C:54]2[N:58]=[C:57]([CH3:59])[O:56][N:55]=2)(=[O:40])=[O:41])=[CH:35][CH:34]=1. (5) Given the reactants [NH:1]1[CH2:6][CH2:5][CH:4]([N:7]2[CH:11]=[C:10]([C:12]3[CH:17]=[N:16][N:15]4[C:18]([C:21]5[CH:22]=[C:23]([NH:27][C:28]([NH:30][CH2:31][C:32]([F:35])([F:34])[F:33])=[O:29])[CH:24]=[CH:25][CH:26]=5)=[CH:19][N:20]=[C:14]4[CH:13]=3)[CH:9]=[N:8]2)[CH2:3][CH2:2]1.[CH:36]1([CH2:39][CH2:40][C:41](O)=[O:42])[CH2:38][CH2:37]1, predict the reaction product. The product is: [CH:36]1([CH2:39][CH2:40][C:41]([N:1]2[CH2:6][CH2:5][CH:4]([N:7]3[CH:11]=[C:10]([C:12]4[CH:17]=[N:16][N:15]5[C:18]([C:21]6[CH:22]=[C:23]([NH:27][C:28]([NH:30][CH2:31][C:32]([F:33])([F:35])[F:34])=[O:29])[CH:24]=[CH:25][CH:26]=6)=[CH:19][N:20]=[C:14]5[CH:13]=4)[CH:9]=[N:8]3)[CH2:3][CH2:2]2)=[O:42])[CH2:38][CH2:37]1.